Task: Predict which catalyst facilitates the given reaction.. Dataset: Catalyst prediction with 721,799 reactions and 888 catalyst types from USPTO (1) Reactant: [C:1]1([CH3:17])[CH:6]=[CH:5][C:4]([S:7]([N:10]2[CH2:16][C:12]3([CH2:15][O:14][CH2:13]3)[CH2:11]2)(=[O:9])=[O:8])=[CH:3][CH:2]=1.[BrH:18].CC(O)=O. Product: [Br:18][CH2:13][C:12]1([CH2:15][OH:14])[CH2:16][N:10]([S:7]([C:4]2[CH:5]=[CH:6][C:1]([CH3:17])=[CH:2][CH:3]=2)(=[O:9])=[O:8])[CH2:11]1. The catalyst class is: 28. (2) Reactant: [CH2:1]([O:3][C:4](=[O:12])[C:5]([C:7]1[CH2:11][CH2:10][O:9][CH:8]=1)=[O:6])[CH3:2].[Br:13]N1C(=O)CCC1=O.[O:21]1[CH2:25]CCC1. Product: [CH2:1]([O:3][C:4](=[O:12])[C:5]([C:7]1([Br:13])[CH2:11][CH2:10][O:9][CH:8]1[O:21][CH3:25])=[O:6])[CH3:2]. The catalyst class is: 5. (3) Reactant: CC1(C)[O:6][C@H:5]([CH2:7][N:8]2[C:13](=[O:14])[C:12]3[C:15]([NH:22][C:23]4[CH:28]=[CH:27][C:26]([I:29])=[CH:25][C:24]=4[F:30])=[C:16]([F:21])[C:17](=[O:20])[N:18]([CH3:19])[C:11]=3[N:10]=[CH:9]2)[CH2:4][O:3]1.Cl. Product: [OH:6][C@@H:5]([CH2:4][OH:3])[CH2:7][N:8]1[C:13](=[O:14])[C:12]2[C:15]([NH:22][C:23]3[CH:28]=[CH:27][C:26]([I:29])=[CH:25][C:24]=3[F:30])=[C:16]([F:21])[C:17](=[O:20])[N:18]([CH3:19])[C:11]=2[N:10]=[CH:9]1. The catalyst class is: 5. (4) Reactant: [Cl:1][C:2]1[CH:3]=[C:4]([C@@H:8]([OH:29])[CH2:9][NH:10][C:11](=O)[CH2:12][C:13]2[CH:18]=[CH:17][C:16]([S:19][C:20]3[CH:25]=[CH:24][C:23]([C:26]#[N:27])=[CH:22][CH:21]=3)=[CH:15][CH:14]=2)[CH:5]=[CH:6][CH:7]=1.CO. Product: [Cl:1][C:2]1[CH:3]=[C:4]([C@@H:8]([OH:29])[CH2:9][NH:10][CH2:11][CH2:12][C:13]2[CH:18]=[CH:17][C:16]([S:19][C:20]3[CH:21]=[CH:22][C:23]([C:26]#[N:27])=[CH:24][CH:25]=3)=[CH:15][CH:14]=2)[CH:5]=[CH:6][CH:7]=1. The catalyst class is: 7. (5) Reactant: [F:1][C:2]([F:24])([F:23])[C:3]1[CH:4]=[C:5]([C@H:13]2[O:17][C@@H:16]([CH2:18][CH2:19][C:20]([O-:22])=[O:21])[CH2:15][CH2:14]2)[CH:6]=[C:7]([C:9]([F:12])([F:11])[F:10])[CH:8]=1.[NH2:25][C:26]([CH2:31][OH:32])([CH2:29][OH:30])[CH2:27][OH:28]. Product: [NH2:25][C:26]([CH2:31][OH:32])([CH2:29][OH:30])[CH2:27][OH:28].[F:11][C:9]([F:10])([F:12])[C:7]1[CH:6]=[C:5]([C@H:13]2[O:17][C@@H:16]([CH2:18][CH2:19][C:20]([OH:22])=[O:21])[CH2:15][CH2:14]2)[CH:4]=[C:3]([C:2]([F:24])([F:1])[F:23])[CH:8]=1. The catalyst class is: 24.